Dataset: Peptide-MHC class I binding affinity with 185,985 pairs from IEDB/IMGT. Task: Regression. Given a peptide amino acid sequence and an MHC pseudo amino acid sequence, predict their binding affinity value. This is MHC class I binding data. (1) The peptide sequence is WLPWIPQLI. The MHC is HLA-A03:01 with pseudo-sequence HLA-A03:01. The binding affinity (normalized) is 0.0847. (2) The peptide sequence is RKLGWWLKL. The MHC is HLA-B15:01 with pseudo-sequence HLA-B15:01. The binding affinity (normalized) is 0.0847. (3) The peptide sequence is SLAIKNYYR. The MHC is HLA-A11:01 with pseudo-sequence HLA-A11:01. The binding affinity (normalized) is 0.195. (4) The peptide sequence is NPDIVIYQY. The MHC is HLA-A26:01 with pseudo-sequence HLA-A26:01. The binding affinity (normalized) is 0. (5) The peptide sequence is ILKGKFQTA. The MHC is HLA-A01:01 with pseudo-sequence HLA-A01:01. The binding affinity (normalized) is 0.0847. (6) The MHC is HLA-B07:02 with pseudo-sequence HLA-B07:02. The peptide sequence is YPMSIPATLF. The binding affinity (normalized) is 0.742. (7) The binding affinity (normalized) is 0.563. The MHC is HLA-A02:01 with pseudo-sequence HLA-A02:01. The peptide sequence is ISFAISCFLL. (8) The MHC is HLA-A33:01 with pseudo-sequence HLA-A33:01. The binding affinity (normalized) is 0.686. The peptide sequence is DTRTPRAKR. (9) The binding affinity (normalized) is 0.607. The peptide sequence is TVENNIDFLK. The MHC is HLA-A11:01 with pseudo-sequence HLA-A11:01.